Task: Binary Classification. Given a miRNA mature sequence and a target amino acid sequence, predict their likelihood of interaction.. Dataset: Experimentally validated miRNA-target interactions with 360,000+ pairs, plus equal number of negative samples (1) The miRNA is hsa-miR-5680 with sequence GAGAAAUGCUGGACUAAUCUGC. The protein sequence of the target gene is MSSKGSVVLAYSGGLDTSCILVWLKEQGYDVIAYLANIGQKEDFEEARKKALKLGAKKVFIEDVSREFVEEFIWPAIQSSALYEDRYLLGTSLARPCIARKQVEIAQREGAKYVSHGATGKGNDQVRFELSCYSLAPQIKVIAPWRMPEFYNRFKGRNDLMEYAKQHGIPIPVTPKNPWSMDENLMHISYEAGILENPKNQAPPGLYTKTQDPAKAPNTPDILEIEFKKGVPVKVTNVKDGTTHQTSLELFMYLNEVAGKHGVGRIDIVENRFIGMKSRGIYETPAGTILYHAHLDIEAF.... Result: 1 (interaction). (2) The miRNA is rno-miR-152-3p with sequence UCAGUGCAUGACAGAACUUGG. The protein sequence of the target gene is MARGERRRRAAAAEGARPLERARAAGRRDGRAGGARGSASGAALAVVVLALAFGLSGRWVLAWLRVRRALTLHPAPSALPPDSSSPAVAPELFWGTYRPHVYFGMKTRSPKPLLTGLMWAQQGATPGTPPKLRHTCEQGDGVGPYGWEFHDGRTFGRQHIHDGALRLTTEFVKRPGGQHGGDWSWRVTVEPQASGTPSFPLVSLFFYVVTDGQEVLLPEIGAKGQLKSISGHTSELGDFRLTLLPPTSPGDTVPKHGSYNVFWSSNPGLPQLTDMVKSRLNSWFQHRPPGASPDRYLGLP.... Result: 0 (no interaction). (3) The miRNA is hsa-miR-4523 with sequence GACCGAGAGGGCCUCGGCUGU. The protein sequence of the target gene is MAMSLQGSRRASAGSRRRTSPPVSVRDAYGTSSLSSSSNSGSCKGSDSSPTPRRSMKYTLCSDNHGIKPPTPEQYLTPLQQKEVCIRHLKARLKDTQDRLQDRDTEIDDLKTQLSRMQEDWIEEECHRVEAQLALKEARKEIRQLKQVIDTVKNNLIDKDKGLQKYFVDINIQNKKLETLLHSMEVAQNGVAKEEGTGESAGGSPARSLTRSSTYTKLSDPAVCGDRQPGDPSNTSAEDGADSGYVAADDTLSRTDALEASSLLSSGVDCGLEEASLHSSFNLGPRFPASNTYEKLLCGM.... Result: 0 (no interaction). (4) The miRNA is hsa-miR-545-3p with sequence UCAGCAAACAUUUAUUGUGUGC. The protein sequence of the target gene is MRRRRSRVEGAARALPEAVAALSRCLPAGPSPEIFRRAKFDRPEAAPVLWQLLLRVLSPLAANNTWTDLAPEAQACVVKSALGSQGYPRSVLLQFPDGSSQGSRELLLALSWLLARGPLLEQLLAQTRVQLGDQLPQWEAPTSPGPPAPFVEPKSPVDLRLVEWLMGRLRFRWRCLISSQQEQCILLSKIHLYTQGCHSQQSLGHLSVAETEMLRDPESGQQLLQALESENIRLEAALEWRRRELVFWQWMDTVLDTCSPETPAVTSQPTFLPEISEGGLGELESVKQELQALQEELREV.... Result: 0 (no interaction). (5) The miRNA is hsa-miR-4709-5p with sequence ACAACAGUGACUUGCUCUCCAA. The protein sequence of the target gene is MAAGGSAPEPRVLVCLGALLAGWVAVGLEAVVIGEVHENVTLHCGNISGLRGQVTWYRNNSEPVFLLSSNSSLRPAEPRFSLVDATSLHIESLSLGDEGIYTCQEILNVTQWFQVWLQVASGPYQIEVHIVATGTLPNGTLYAARGSQVDFSCNSSSRPPPVVEWWFQALNSSSESFGHNLTVNFFSLLLISPNLQGNYTCLALNQLSKRHRKVTTELLVYYPPPSAPQCWAQMASGSFMLQLTCRWDGGYPDPDFLWIEEPGGVIVGKSKLGVEMLSESQLSDGKKFKCVTSHIVGPES.... Result: 1 (interaction). (6) The miRNA is hsa-miR-4655-5p with sequence CACCGGGGAUGGCAGAGGGUCG. The protein sequence of the target gene is MKGELLLFSSVIVLLQVVCSCPDKCYCQSSTNFVDCSQQGLAEIPSHLPPQTRTLHLQDNQIHHLPAFAFRSVPWLMTLNLSNNSLSNLAPGAFHGLQHLQVLNLTQNSLLSLESRLFHSLPQLRELDLSSNNISHLPTSLGETWENLTILAVQQNQLQQLDRALLESMPSVRLLLLKDNLWKCNCHLLGLKLWLEKFVYKGGLTDGIICESPDTWKGKDLLRIPHELYQPCPLPAPDPVSSQAQWPGSAHGVVLRPPENHNAGERELLECELKPKPRPANLRHAIATVIITGVVCGIVC.... Result: 0 (no interaction). (7) The miRNA is hsa-miR-6068 with sequence CCUGCGAGUCUCCGGCGGUGG. The protein sequence of the target gene is MAPGRAVAGLLLLAAAGLGGVAEGPGLAFSEDVLSVFGANLSLSAAQLQHLLEQMGAASRVGVPEPGQLHFNQCLTAEEIFSLHGFSNATQITSSKFSVICPAVLQQLNFHPCEDRPKHKTRPSHSEVWGYGFLSVTIINLASLLGLILTPLIKKSYFPKILTFFVGLAIGTLFSNAIFQLIPEAFGFDPKVDSYVEKAVAVFGGFYLLFFFERMLKMLLKTYGQNGHTHFGNDNFGPQEKTHQPKALPAINGVTCYANPAVTEANGHIHFDNVSVVSLQDGKKEPSSCTCLKGPKLSEI.... Result: 0 (no interaction).